Dataset: TCR-epitope binding with 47,182 pairs between 192 epitopes and 23,139 TCRs. Task: Binary Classification. Given a T-cell receptor sequence (or CDR3 region) and an epitope sequence, predict whether binding occurs between them. The epitope is EEHVQIHTI. The TCR CDR3 sequence is CASSLVLAGEQYF. Result: 0 (the TCR does not bind to the epitope).